From a dataset of Forward reaction prediction with 1.9M reactions from USPTO patents (1976-2016). Predict the product of the given reaction. The product is: [C:54]([O:53][C:51]([N:58]1[CH2:63][CH2:62][CH:61]([C:64]([NH:1][CH2:2][C:3]2[CH:4]=[C:5]3[C:9](=[CH:10][CH:11]=2)[N:8]([C:12]([O:14][C:15]([CH3:17])([CH3:18])[CH3:16])=[O:13])[C:7]([C:19]2[C:20]([Cl:29])=[N:21][C:22]4[C:27]([CH:28]=2)=[CH:26][CH:25]=[CH:24][CH:23]=4)=[CH:6]3)=[O:65])[CH2:60][CH2:59]1)=[O:52])([CH3:57])([CH3:56])[CH3:55]. Given the reactants [NH2:1][CH2:2][C:3]1[CH:4]=[C:5]2[C:9](=[CH:10][CH:11]=1)[N:8]([C:12]([O:14][C:15]([CH3:18])([CH3:17])[CH3:16])=[O:13])[C:7]([C:19]1[C:20]([Cl:29])=[N:21][C:22]3[C:27]([CH:28]=1)=[CH:26][CH:25]=[CH:24][CH:23]=3)=[CH:6]2.C1C=NC2N(O)N=NC=2C=1.C(N(CC)CC)C.C(Cl)CCl.[C:51]([N:58]1[CH2:63][CH2:62][CH:61]([C:64](O)=[O:65])[CH2:60][CH2:59]1)([O:53][C:54]([CH3:57])([CH3:56])[CH3:55])=[O:52], predict the reaction product.